This data is from Peptide-MHC class I binding affinity with 185,985 pairs from IEDB/IMGT. The task is: Regression. Given a peptide amino acid sequence and an MHC pseudo amino acid sequence, predict their binding affinity value. This is MHC class I binding data. (1) The peptide sequence is AAITLVVISV. The MHC is HLA-A02:01 with pseudo-sequence HLA-A02:01. The binding affinity (normalized) is 0.454. (2) The peptide sequence is YQKVGMQKY. The MHC is HLA-A02:01 with pseudo-sequence HLA-A02:01. The binding affinity (normalized) is 0.0847.